This data is from Full USPTO retrosynthesis dataset with 1.9M reactions from patents (1976-2016). The task is: Predict the reactants needed to synthesize the given product. Given the product [CH3:1][C:2]1[CH:3]=[CH:4][C:5]([CH2:6][N:7]2[C:12](=[N:13][C:14]3[CH:19]=[CH:18][C:17]([O:20][CH:21]([CH3:22])[CH3:23])=[C:16]([CH:24]=[CH2:25])[CH:15]=3)[NH:11][C:10](=[O:26])[N:9]([CH2:27][C@@H:28]([C:30]([OH:32])=[O:31])[CH3:29])[C:8]2=[O:34])=[CH:35][CH:36]=1, predict the reactants needed to synthesize it. The reactants are: [CH3:1][C:2]1[CH:36]=[CH:35][C:5]([CH2:6][N:7]2[C:12](=[N:13][C:14]3[CH:19]=[CH:18][C:17]([O:20][CH:21]([CH3:23])[CH3:22])=[C:16]([CH:24]=[CH2:25])[CH:15]=3)[NH:11][C:10](=[O:26])[N:9]([CH2:27][C@@H:28]([C:30]([O:32]C)=[O:31])[CH3:29])[C:8]2=[O:34])=[CH:4][CH:3]=1.CO.[OH-].[Li+].C(O)(=O)CC(CC(O)=O)(C(O)=O)O.